Dataset: Forward reaction prediction with 1.9M reactions from USPTO patents (1976-2016). Task: Predict the product of the given reaction. (1) Given the reactants C(OC(=O)[NH:7][C@H:8]([C:10]1[CH:15]=[CH:14][CH:13]=[C:12]([N:16]2[CH2:21][CH2:20][N:19]([C:22]3[CH:27]=[CH:26][CH:25]=[CH:24][N:23]=3)[CH2:18][CH2:17]2)[CH:11]=1)[CH3:9])(C)(C)C.Cl, predict the reaction product. The product is: [N:23]1[CH:24]=[CH:25][CH:26]=[CH:27][C:22]=1[N:19]1[CH2:20][CH2:21][N:16]([C:12]2[CH:11]=[C:10]([C@@H:8]([NH2:7])[CH3:9])[CH:15]=[CH:14][CH:13]=2)[CH2:17][CH2:18]1. (2) Given the reactants [CH3:1][N:2]([CH2:20][C:21]([OH:23])=O)[C:3]1[CH:8]=[CH:7][C:6]([O:9][C:10]2[CH:15]=[CH:14][C:13]([N+:16]([O-:18])=[O:17])=[CH:12][N:11]=2)=[C:5]([CH3:19])[CH:4]=1.Cl.C(N=C=NCCCN(C)C)C.O.ON1C2C=CC=CC=2N=N1.[CH2:47]([N:57]1[CH2:62][CH2:61][NH:60][CH2:59][CH2:58]1)[C:48]1[CH:56]=[CH:55][C:54]2[O:53][CH2:52][O:51][C:50]=2[CH:49]=1, predict the reaction product. The product is: [CH2:47]([N:57]1[CH2:62][CH2:61][N:60]([C:21](=[O:23])[CH2:20][N:2]([CH3:1])[C:3]2[CH:8]=[CH:7][C:6]([O:9][C:10]3[CH:15]=[CH:14][C:13]([N+:16]([O-:18])=[O:17])=[CH:12][N:11]=3)=[C:5]([CH3:19])[CH:4]=2)[CH2:59][CH2:58]1)[C:48]1[CH:56]=[CH:55][C:54]2[O:53][CH2:52][O:51][C:50]=2[CH:49]=1. (3) Given the reactants [F:1][C:2]1[CH:7]=[CH:6][CH:5]=[CH:4][C:3]=1[C:8]1[CH2:17][C:16](=[O:18])[C:15]2[C:10](=[CH:11][CH:12]=[C:13]([O:21][CH3:22])[C:14]=2[O:19]C)[N:9]=1.B(Cl)(Cl)Cl, predict the reaction product. The product is: [F:1][C:2]1[CH:7]=[CH:6][CH:5]=[CH:4][C:3]=1[C:8]1[CH2:17][C:16](=[O:18])[C:15]2[C:10](=[CH:11][CH:12]=[C:13]([O:21][CH3:22])[C:14]=2[OH:19])[N:9]=1. (4) Given the reactants [Cl:1][C:2]1[CH:7]=[CH:6][CH:5]=[CH:4][C:3]=1[N:8]1[C:12](=[O:13])[N:11]([CH3:14])[N:10]=[C:9]1[C:15]1[S:31][C:18]2[C:19]3[CH:27]=[CH:26][C:25]([C:28]([OH:30])=O)=[CH:24][C:20]=3[O:21][CH2:22][CH2:23][C:17]=2[CH:16]=1.O=S(Cl)[Cl:34], predict the reaction product. The product is: [Cl:1][C:2]1[CH:7]=[CH:6][CH:5]=[CH:4][C:3]=1[N:8]1[C:12](=[O:13])[N:11]([CH3:14])[N:10]=[C:9]1[C:15]1[S:31][C:18]2[C:19]3[CH:27]=[CH:26][C:25]([C:28]([Cl:34])=[O:30])=[CH:24][C:20]=3[O:21][CH2:22][CH2:23][C:17]=2[CH:16]=1. (5) Given the reactants [CH3:1][C:2]1([C:7]2[O:11][C:10]([CH2:12][N:13]3[CH:17]=[C:16]([NH2:18])[CH:15]=[N:14]3)=[CH:9][CH:8]=2)[O:6]CCO1.[F:19][C:20]1[CH:25]=[C:24]([O:26][CH3:27])[C:23]([F:28])=[CH:22][C:21]=1/[CH:29]=[CH:30]/[C:31](O)=[O:32], predict the reaction product. The product is: [C:2]([C:7]1[O:11][C:10]([CH2:12][N:13]2[CH:17]=[C:16]([NH:18][C:31](=[O:32])/[CH:30]=[CH:29]/[C:21]3[CH:22]=[C:23]([F:28])[C:24]([O:26][CH3:27])=[CH:25][C:20]=3[F:19])[CH:15]=[N:14]2)=[CH:9][CH:8]=1)(=[O:6])[CH3:1]. (6) Given the reactants [CH3:1][C:2]1[CH:6]=[C:5]([NH2:7])[N:4]([C:8]2[CH:13]=[CH:12][CH:11]=[CH:10][N:9]=2)[N:3]=1.Br[C:15]1[C:20]([C:21]([O:23][CH3:24])=[O:22])=[C:19]([F:25])[C:18]([F:26])=[CH:17][CH:16]=1.C(=O)([O-])[O-].[K+].[K+].O, predict the reaction product. The product is: [F:25][C:19]1[C:18]([F:26])=[CH:17][CH:16]=[C:15]([NH:7][C:5]2[N:4]([C:8]3[CH:13]=[CH:12][CH:11]=[CH:10][N:9]=3)[N:3]=[C:2]([CH3:1])[CH:6]=2)[C:20]=1[C:21]([O:23][CH3:24])=[O:22].